From a dataset of Peptide-MHC class I binding affinity with 185,985 pairs from IEDB/IMGT. Regression. Given a peptide amino acid sequence and an MHC pseudo amino acid sequence, predict their binding affinity value. This is MHC class I binding data. (1) The peptide sequence is DVSPLMHLF. The MHC is HLA-B58:01 with pseudo-sequence HLA-B58:01. The binding affinity (normalized) is 0.0847. (2) The peptide sequence is PTWLGAAIT. The MHC is HLA-A02:06 with pseudo-sequence HLA-A02:06. The binding affinity (normalized) is 0. (3) The peptide sequence is IQCAGSEEK. The MHC is HLA-B27:05 with pseudo-sequence HLA-B27:05. The binding affinity (normalized) is 0.0847. (4) The peptide sequence is PYCTIAPVGI. The MHC is HLA-A01:01 with pseudo-sequence HLA-A01:01. The binding affinity (normalized) is 0.